Dataset: Reaction yield outcomes from USPTO patents with 853,638 reactions. Task: Predict the reaction yield, written as a fraction of the theoretical maximum amount of product (1.0 means a 100% yield; for example, 0.34 means a 34% yield). (1) The reactants are [F:1][C:2]1[C:7]2[CH:8]=[C:9](C(O)=O)[S:10][C:6]=2[C:5]([O:14][CH3:15])=[CH:4][CH:3]=1.C1CCN2C(=NCCC2)CC1. The catalyst is CC(N(C)C)=O. The product is [F:1][C:2]1[C:7]2[CH:8]=[CH:9][S:10][C:6]=2[C:5]([O:14][CH3:15])=[CH:4][CH:3]=1. The yield is 0.700. (2) The reactants are [Br:1][C:2]1[CH:3]=[C:4]([C:10]2[CH:15]=[CH:14][C:13]([CH:16]=O)=[CH:12][CH:11]=2)[CH:5]=[CH:6][C:7]=1[O:8][CH3:9].[CH2:18]([NH2:25])[C:19]1[CH:24]=[CH:23][CH:22]=[CH:21][CH:20]=1.[O-]S([O-])(=O)=O.[Mg+2]. The catalyst is C(Cl)Cl. The product is [CH2:18](/[N:25]=[CH:16]\[C:13]1[CH:14]=[CH:15][C:10]([C:4]2[CH:5]=[CH:6][C:7]([O:8][CH3:9])=[C:2]([Br:1])[CH:3]=2)=[CH:11][CH:12]=1)[C:19]1[CH:24]=[CH:23][CH:22]=[CH:21][CH:20]=1. The yield is 0.880. (3) The reactants are [NH2:1][C@@H:2]([C:4](O)=[O:5])[CH3:3].[H-].[H-].[H-].[H-].[Li+].[Al+3].C1COCC1.[CH3:30][C:29]([O:28][C:26](O[C:26]([O:28][C:29]([CH3:32])([CH3:31])[CH3:30])=[O:27])=[O:27])([CH3:32])[CH3:31]. The catalyst is C(Cl)Cl. The product is [C:26]([C@@H:4]([OH:5])[CH:2]([NH2:1])[CH3:3])([O:28][C:29]([CH3:30])([CH3:31])[CH3:32])=[O:27]. The yield is 0.630. (4) The reactants are [Cl:1][C:2]1[CH:7]=[C:6]([C:8]([F:11])([F:10])[F:9])[CH:5]=[CH:4][C:3]=1[NH:12][C:13]1[CH:18]=[C:17]([O:19][CH2:20][CH2:21][O:22][CH3:23])[CH:16]=[CH:15][C:14]=1/[CH:24]=[CH:25]/[C:26]([OH:28])=O.CC1C=CC=C([N+]([O-])=O)C=1C(OC(=O)C1C([N+]([O-])=O)=CC=CC=1C)=O.[CH2:54]([S:59]([NH2:62])(=[O:61])=[O:60])[CH2:55][CH2:56][CH2:57][CH3:58].[Cl-].[NH4+]. The catalyst is C(#N)C.CN(C)C1C=CN=CC=1.C(N(CC)CC)C. The product is [Cl:1][C:2]1[CH:7]=[C:6]([C:8]([F:11])([F:9])[F:10])[CH:5]=[CH:4][C:3]=1[NH:12][C:13]1[CH:18]=[C:17]([O:19][CH2:20][CH2:21][O:22][CH3:23])[CH:16]=[CH:15][C:14]=1/[CH:24]=[CH:25]/[C:26]([NH:62][S:59]([CH2:54][CH2:55][CH2:56][CH2:57][CH3:58])(=[O:61])=[O:60])=[O:28]. The yield is 0.390. (5) The reactants are [N+:1]([C:4]1[CH:5]=[CH:6][C:7]2[NH:8][C:9]3[C:14]([S:15][C:16]=2[CH:17]=1)=[CH:13][C:12]([N+:18]([O-:20])=[O:19])=[CH:11][CH:10]=3)([O-:3])=[O:2].[C:21](OC(=O)C)(=[O:23])[CH3:22]. The catalyst is N1C=CC=CC=1. The product is [N+:18]([C:12]1[CH:11]=[CH:10][C:9]2[N:8]([C:21](=[O:23])[CH3:22])[C:7]3[C:16]([S:15][C:14]=2[CH:13]=1)=[CH:17][C:4]([N+:1]([O-:3])=[O:2])=[CH:5][CH:6]=3)([O-:20])=[O:19]. The yield is 0.770. (6) The reactants are [C:1]([O:5][C:6](=[O:21])[NH:7][CH2:8][CH2:9][CH2:10][CH2:11][C:12]1[CH:17]=[CH:16][C:15]([C:18](=S)[NH2:19])=[CH:14][CH:13]=1)([CH3:4])([CH3:3])[CH3:2].IC.C([O-])(=O)C.[NH4+:28]. The catalyst is C(Cl)Cl. The product is [C:1]([O:5][C:6](=[O:21])[NH:7][CH2:8][CH2:9][CH2:10][CH2:11][C:12]1[CH:17]=[CH:16][C:15]([C:18](=[NH:28])[NH2:19])=[CH:14][CH:13]=1)([CH3:4])([CH3:3])[CH3:2]. The yield is 0.290.